This data is from Reaction yield outcomes from USPTO patents with 853,638 reactions. The task is: Predict the reaction yield, written as a fraction of the theoretical maximum amount of product (1.0 means a 100% yield; for example, 0.34 means a 34% yield). (1) The reactants are Br[C:2]1[C:7]([CH3:8])=[CH:6][C:5]([O:9][CH3:10])=[CH:4][C:3]=1[CH3:11].C([Li])CCC.[B:17](OC(C)C)([O:22]C(C)C)[O:18]C(C)C. The catalyst is C1COCC1. The product is [CH3:10][O:9][C:5]1[CH:6]=[C:7]([CH3:8])[C:2]([B:17]([OH:22])[OH:18])=[C:3]([CH3:11])[CH:4]=1. The yield is 0.830. (2) The reactants are [F:1][C:2]1[C:7]([N:8](CC2C=CC(OC)=CC=2)[S:9]([CH2:12][CH2:13][CH3:14])(=[O:11])=[O:10])=[CH:6][CH:5]=[C:4]([F:24])[C:3]=1[NH:25][C:26]([C:28]1[S:29][C:30]([CH3:49])=[C:31]2[C:36]([NH:37]CC3C=CC(OC)=CC=3OC)=[N:35][CH:34]=[N:33][C:32]=12)=[O:27]. The catalyst is FC(F)(F)C(O)=O.C(OCC)(=O)C. The product is [F:1][C:2]1[C:7]([NH:8][S:9]([CH2:12][CH2:13][CH3:14])(=[O:11])=[O:10])=[CH:6][CH:5]=[C:4]([F:24])[C:3]=1[NH:25][C:26]([C:28]1[S:29][C:30]([CH3:49])=[C:31]2[C:36]([NH2:37])=[N:35][CH:34]=[N:33][C:32]=12)=[O:27]. The yield is 0.300. (3) The reactants are [Cl:1][C:2]1[CH:19]=[C:18]([O:20][CH2:21][CH:22]=[C:23]([Cl:25])[Cl:24])[CH:17]=[C:16]([Cl:26])[C:3]=1[O:4][CH2:5][CH2:6][CH2:7][CH2:8][CH2:9][O:10][CH2:11][C:12](=[N:14][OH:15])[CH3:13].C(N(CC)CC)C.[F:34][C:35]([F:46])([F:45])[C:36]1[CH:44]=[CH:43][C:39]([C:40](Cl)=[O:41])=[CH:38][CH:37]=1.Cl. The catalyst is O1CCCC1. The product is [F:34][C:35]([F:45])([F:46])[C:36]1[CH:44]=[CH:43][C:39]([C:40]([O:15][N:14]=[C:12]([CH2:11][O:10][CH2:9][CH2:8][CH2:7][CH2:6][CH2:5][O:4][C:3]2[C:2]([Cl:1])=[CH:19][C:18]([O:20][CH2:21][CH:22]=[C:23]([Cl:25])[Cl:24])=[CH:17][C:16]=2[Cl:26])[CH3:13])=[O:41])=[CH:38][CH:37]=1. The yield is 0.960. (4) The reactants are [CH:1]1[N:5]=[C:4]([NH2:6])[S:3][CH:2]=1.[CH3:7][C:8]([O:11][C:12](O[C:12]([O:11][C:8]([CH3:10])([CH3:9])[CH3:7])=[O:13])=[O:13])([CH3:10])[CH3:9].CCN(CC)CC. The catalyst is C1COCC1.CN(C1C=CN=CC=1)C.C(Cl)Cl. The product is [S:3]1[CH:2]=[CH:1][N:5]=[C:4]1[NH:6][C:12](=[O:13])[O:11][C:8]([CH3:10])([CH3:9])[CH3:7]. The yield is 0.720. (5) The reactants are Br[C:2]1[CH:7]=[C:6]([NH:8][C:9](=[O:18])[C:10]2[C:15]([Cl:16])=[CH:14][CH:13]=[CH:12][C:11]=2[Cl:17])[CH:5]=[CH:4][N:3]=1.[NH2:19][C:20]1[O:21][CH:22]=[CH:23][N:24]=1.CC1(C)C2C(=C(P(C3C=CC=CC=3)C3C=CC=CC=3)C=CC=2)OC2C(P(C3C=CC=CC=3)C3C=CC=CC=3)=CC=CC1=2.C([O-])([O-])=O.[Cs+].[Cs+]. The catalyst is C1C=CC(/C=C/C(/C=C/C2C=CC=CC=2)=O)=CC=1.C1C=CC(/C=C/C(/C=C/C2C=CC=CC=2)=O)=CC=1.C1C=CC(/C=C/C(/C=C/C2C=CC=CC=2)=O)=CC=1.[Pd].[Pd].O1CCOCC1. The product is [Cl:17][C:11]1[CH:12]=[CH:13][CH:14]=[C:15]([Cl:16])[C:10]=1[C:9]([NH:8][C:6]1[CH:5]=[CH:4][N:3]=[C:2]([NH:19][C:20]2[O:21][CH:22]=[CH:23][N:24]=2)[CH:7]=1)=[O:18]. The yield is 0.0900. (6) The reactants are [NH2:1][C:2]1[N:7]=[CH:6][C:5]([C:8]2[CH:9]=[C:10]([NH2:19])[C:11]([NH:14][C:15]([CH3:18])([CH3:17])[CH3:16])=[CH:12][CH:13]=2)=[CH:4][N:3]=1.[CH:20]([C:22]1[CH:23]=[C:24]([CH:27]=[CH:28][C:29]=1[N:30]1[CH:34]=[N:33][CH:32]=[N:31]1)[C:25]#[N:26])=O.OOS([O-])=O.[K+].S([O-])([O-])(=O)=S.[Na+].[Na+]. The catalyst is CN(C=O)C.O. The product is [NH2:1][C:2]1[N:7]=[CH:6][C:5]([C:8]2[CH:13]=[CH:12][C:11]3[N:14]([C:15]([CH3:16])([CH3:18])[CH3:17])[C:20]([C:22]4[CH:23]=[C:24]([CH:27]=[CH:28][C:29]=4[N:30]4[CH:34]=[N:33][CH:32]=[N:31]4)[C:25]#[N:26])=[N:19][C:10]=3[CH:9]=2)=[CH:4][N:3]=1. The yield is 0.270. (7) The reactants are [CH2:1]=[CH:2][CH2:3][CH:4]([OH:6])C.[C:7](N1C=CN=C1)(N1C=CN=C1)=[O:8].Cl.[CH3:20][O:21][C:22](=[O:29])[C@H:23]([CH2:25][CH2:26][CH2:27][CH3:28])[NH2:24].[CH3:30]N(C=O)C. The catalyst is C(OCC)C. The product is [CH2:4]([O:6][C:7]([NH:24][C@H:23]([C:22]([O:21][CH3:20])=[O:29])[CH2:25][CH2:26][CH2:27][CH3:28])=[O:8])[CH2:3][CH2:2][CH:1]=[CH2:30]. The yield is 0.740.